Dataset: Reaction yield outcomes from USPTO patents with 853,638 reactions. Task: Predict the reaction yield, written as a fraction of the theoretical maximum amount of product (1.0 means a 100% yield; for example, 0.34 means a 34% yield). (1) The reactants are C[Sn](C)C.C[Sn](C)C.N#N.Br[C:12]1[S:16][C:15]([C:17]2[O:21][CH:20]=[N:19][CH:18]=2)=[CH:14][CH:13]=1.Br[C:23]1[C:24](=[O:52])[N:25]([CH2:44][CH2:45][C:46]2[CH:51]=[CH:50][CH:49]=[CH:48][CH:47]=2)[C:26]([C:30]2[CH:35]=[CH:34][CH:33]=[CH:32][C:31]=2[O:36][CH2:37][C:38]2[CH:43]=[CH:42][CH:41]=[CH:40][CH:39]=2)=[N:27][C:28]=1[CH3:29]. The catalyst is O1CCOCC1.CC(C)([P](C(C)(C)C)([Pd][P](C(C)(C)C)(C(C)(C)C)C(C)(C)C)C(C)(C)C)C. The product is [CH3:29][C:28]1[N:27]=[C:26]([C:30]2[CH:35]=[CH:34][CH:33]=[CH:32][C:31]=2[O:36][CH2:37][C:38]2[CH:39]=[CH:40][CH:41]=[CH:42][CH:43]=2)[N:25]([CH2:44][CH2:45][C:46]2[CH:51]=[CH:50][CH:49]=[CH:48][CH:47]=2)[C:24](=[O:52])[C:23]=1[C:12]1[S:16][C:15]([C:17]2[O:21][CH:20]=[N:19][CH:18]=2)=[CH:14][CH:13]=1. The yield is 0.300. (2) The product is [C:28]([C:32]1[CH:36]=[C:35]([NH:37][C:38]([NH:18][C@H:9]2[C@H:10]([C:12]3[CH:17]=[CH:16][CH:15]=[CH:14][CH:13]=3)[CH2:11][N:7]([CH2:6][CH2:5][O:4][CH3:3])[CH2:8]2)=[O:39])[N:34]([C:47]2[CH:52]=[CH:51][CH:50]=[CH:49][CH:48]=2)[N:33]=1)([CH3:31])([CH3:29])[CH3:30]. The yield is 0.810. The reactants are Cl.Cl.[CH3:3][O:4][CH2:5][CH2:6][N:7]1[CH2:11][C@@H:10]([C:12]2[CH:17]=[CH:16][CH:15]=[CH:14][CH:13]=2)[C@H:9]([NH2:18])[CH2:8]1.CCN(C(C)C)C(C)C.[C:28]([C:32]1[CH:36]=[C:35]([NH:37][C:38](=O)[O:39]C2C=CC=CC=2)[N:34]([C:47]2[CH:52]=[CH:51][CH:50]=[CH:49][CH:48]=2)[N:33]=1)([CH3:31])([CH3:30])[CH3:29]. The catalyst is CC(N(C)C)=O. (3) The reactants are C(NC(C)C)(C)C.C([Li])CCC.[Cl:13][C:14]1[N:19]=[C:18]([Cl:20])[CH:17]=[C:16]([Cl:21])[N:15]=1.[C:22](=[O:24])=[O:23].Cl. The catalyst is C1COCC1. The product is [Cl:13][C:14]1[N:19]=[C:18]([Cl:20])[C:17]([C:22]([OH:24])=[O:23])=[C:16]([Cl:21])[N:15]=1. The yield is 0.490. (4) The reactants are [F:1][C:2]1[C:7]([F:8])=[C:6]([OH:9])[CH:5]=[CH:4][C:3]=1[CH2:10][N:11]1[C:16](=[O:17])[C:15]([C:18]([NH:20][C:21]2[CH:26]=[CH:25][C:24]([C:27]([F:30])([F:29])[F:28])=[CH:23][C:22]=2[C:31]2[CH:32]=[N:33][C:34]([C:37]([F:40])([F:39])[F:38])=[CH:35][CH:36]=2)=[O:19])=[C:14]([OH:41])[C@@:13]2([CH3:45])[CH2:42][CH2:43][CH2:44][N:12]12.Br[CH2:47][CH2:48][CH2:49][O:50][CH2:51][C@H:52]1[CH2:56][O:55]C(C)(C)[O:53]1.C(=O)([O-])[O-].[Cs+].[Cs+].C(OCC)C. The catalyst is CN(C)C=O. The product is [OH:53][C@H:52]([CH2:56][OH:55])[CH2:51][O:50][CH2:49][CH2:48][CH2:47][O:9][C:6]1[CH:5]=[CH:4][C:3]([CH2:10][N:11]2[C:16](=[O:17])[C:15]([C:18]([NH:20][C:21]3[CH:26]=[CH:25][C:24]([C:27]([F:29])([F:30])[F:28])=[CH:23][C:22]=3[C:31]3[CH:32]=[N:33][C:34]([C:37]([F:40])([F:39])[F:38])=[CH:35][CH:36]=3)=[O:19])=[C:14]([OH:41])[C@@:13]3([CH3:45])[CH2:42][CH2:43][CH2:44][N:12]23)=[C:2]([F:1])[C:7]=1[F:8]. The yield is 0.950.